Dataset: Reaction yield outcomes from USPTO patents with 853,638 reactions. Task: Predict the reaction yield, written as a fraction of the theoretical maximum amount of product (1.0 means a 100% yield; for example, 0.34 means a 34% yield). (1) The reactants are [CH3:1][C:2]1[CH:3]=[C:4]2[C:9](=[CH:10][CH:11]=1)[NH:8][C:7](=[O:12])[C:6]([C:13]#[N:14])=[C:5]2[N:15]1[CH2:20][CH2:19][N:18]([C:21]([C:23]2[S:24][CH:25]=[CH:26][CH:27]=2)=[O:22])[CH2:17][CH2:16]1.Cl.[CH:29]([N:32]([CH:36](C)C)[CH2:33]CCl)(C)[CH3:30].C(=O)([O-])[O-].[K+].[K+]. The catalyst is CN(C=O)C. The product is [CH3:33][N:32]([CH3:36])[CH2:29][CH2:30][N:8]1[C:9]2[C:4](=[CH:3][C:2]([CH3:1])=[CH:11][CH:10]=2)[C:5]([N:15]2[CH2:16][CH2:17][N:18]([C:21]([C:23]3[S:24][CH:25]=[CH:26][CH:27]=3)=[O:22])[CH2:19][CH2:20]2)=[C:6]([C:13]#[N:14])[C:7]1=[O:12]. The yield is 0.300. (2) The catalyst is C(OCC)(=O)C. The product is [Cl:1][C:2]1[CH:24]=[C:23]([N+:25]([O-:27])=[O:26])[CH:22]=[C:21]([Cl:28])[C:3]=1[O:4][C:5]1[CH:6]=[CH:7][C:8]([CH2:9][CH2:10][NH2:11])=[CH:19][CH:20]=1. The reactants are [Cl:1][C:2]1[CH:24]=[C:23]([N+:25]([O-:27])=[O:26])[CH:22]=[C:21]([Cl:28])[C:3]=1[O:4][C:5]1[CH:20]=[CH:19][C:8]([CH2:9][CH2:10][NH:11]C(=O)OC(C)(C)C)=[CH:7][CH:6]=1.FC(F)(F)C(O)=O. The yield is 0.928. (3) The reactants are [F:1][C:2]1[CH:12]=[CH:11][C:5]([C:6]([C:9]#[N:10])=[N:7][OH:8])=[CH:4][CH:3]=1.C(N(CC)CC)C.ClCCl.[CH3:23][C:24]1[CH:29]=[CH:28][C:27]([S:30](Cl)(=[O:32])=[O:31])=[CH:26][CH:25]=1. The catalyst is O. The product is [F:1][C:2]1[CH:12]=[CH:11][C:5]([C:6]([C:9]#[N:10])=[N:7][O:8][S:30]([C:27]2[CH:28]=[CH:29][C:24]([CH3:23])=[CH:25][CH:26]=2)(=[O:32])=[O:31])=[CH:4][CH:3]=1. The yield is 0.260. (4) The reactants are [CH2:1]([N:5]1[C:13]2[N:12]=[CH:11][NH:10][C:9]=2[C:8](=[O:14])[N:7]2[C:15]([CH2:18]Cl)=[N:16][N:17]=[C:6]12)[CH2:2][CH2:3][CH3:4].[CH3:20][OH:21]. The catalyst is C[O-].[Na+].O. The product is [CH2:1]([N:5]1[C:13]2[N:12]=[CH:11][NH:10][C:9]=2[C:8](=[O:14])[N:7]2[C:15]([CH2:18][O:21][CH3:20])=[N:16][N:17]=[C:6]12)[CH2:2][CH2:3][CH3:4]. The yield is 0.174. (5) The reactants are [CH3:1][C:2]1[CH:10]=[CH:9][C:5]([C:6](O)=[O:7])=[C:4]([N+:11]([O-:13])=[O:12])[CH:3]=1. The catalyst is O1CCCC1. The product is [CH3:1][C:2]1[CH:10]=[CH:9][C:5]([CH2:6][OH:7])=[C:4]([N+:11]([O-:13])=[O:12])[CH:3]=1. The yield is 0.980. (6) The reactants are FC(F)(F)C(O)=O.[CH3:8][CH:9]([S:11]([N:14]1[CH2:19][CH2:18][CH:17]([C:20]2[C:28]3[C:23](=[C:24]([C:40]([NH2:42])=[O:41])[CH:25]=[C:26]([C:29]4[CH:33]=[C:32]([CH2:34][N:35]([CH3:39])[CH2:36][CH2:37]C)[S:31][CH:30]=4)[CH:27]=3)[NH:22][CH:21]=2)[CH2:16][CH2:15]1)(=[O:13])=[O:12])[CH3:10].CNCCC. No catalyst specified. The product is [CH2:36]([N:35]([CH2:34][C:32]1[S:31][CH:30]=[C:29]([C:26]2[CH:27]=[C:28]3[C:23](=[C:24]([C:40]([NH2:42])=[O:41])[CH:25]=2)[NH:22][CH:21]=[C:20]3[CH:17]2[CH2:18][CH2:19][N:14]([S:11]([CH:9]([CH3:8])[CH3:10])(=[O:12])=[O:13])[CH2:15][CH2:16]2)[CH:33]=1)[CH3:39])[CH3:37]. The yield is 0.159. (7) The reactants are [NH2:1][C@H:2]1[C@@H:7]([NH:8][C:9]([C:11]2[NH:12][C:13]([CH2:17][CH3:18])=[C:14]([Cl:16])[N:15]=2)=[O:10])[CH2:6][CH2:5][N:4]([C:19]2[S:20][C:21]3[C:27]([C:28]([O:30][CH2:31][CH3:32])=[O:29])=[CH:26][CH:25]=[CH:24][C:22]=3[N:23]=2)[CH2:3]1.[CH3:33][CH:34]([CH3:37])[CH:35]=O.C(O[BH-](OC(=O)C)OC(=O)C)(=O)C.[Na+]. No catalyst specified. The product is [Cl:16][C:14]1[N:15]=[C:11]([C:9]([NH:8][C@H:7]2[CH2:6][CH2:5][N:4]([C:19]3[S:20][C:21]4[C:27]([C:28]([O:30][CH2:31][CH3:32])=[O:29])=[CH:26][CH:25]=[CH:24][C:22]=4[N:23]=3)[CH2:3][C@H:2]2[NH:1][CH2:33][CH:34]([CH3:37])[CH3:35])=[O:10])[NH:12][C:13]=1[CH2:17][CH3:18]. The yield is 0.880. (8) The reactants are [CH3:1][NH:2][S:3](Cl)(=[O:5])=[O:4].[NH2:7][C:8]1[C:9]([C:18]([C:20]2[CH:25]=[CH:24][C:23]([F:26])=[CH:22][CH:21]=2)=O)=[CH:10][CH:11]=[C:12]2[C:17]=1[N:16]=[CH:15][CH:14]=[CH:13]2.[BH4-].[Na+]. The catalyst is N1C=CC=CC=1. The product is [F:26][C:23]1[CH:24]=[CH:25][C:20]([CH:18]2[C:9]3[CH:10]=[CH:11][C:12]4[C:17](=[N:16][CH:15]=[CH:14][CH:13]=4)[C:8]=3[NH:7][S:3](=[O:5])(=[O:4])[N:2]2[CH3:1])=[CH:21][CH:22]=1. The yield is 0.140. (9) The reactants are C([O:3][C:4]([C:6]1[CH:7]=[N:8][C:9]2[C:14]([C:15]=1[OH:16])=[CH:13][CH:12]=[CH:11][CH:10]=2)=[O:5])C. The catalyst is [OH-].[Na+]. The product is [O:16]=[C:15]1[C:14]2[C:9](=[CH:10][CH:11]=[CH:12][CH:13]=2)[NH:8][CH:7]=[C:6]1[C:4]([OH:5])=[O:3]. The yield is 0.920. (10) The yield is 0.470. The reactants are C(Cl)CCl.C(N(C(C)C)CC)(C)C.C(N)C1C=CC=CC=1.[CH3:22][C:23]1[CH:39]=[CH:38][C:26]([C:27]([N:29]2[CH2:34][CH2:33][CH2:32][CH2:31][CH:30]2[C:35](O)=O)=[O:28])=[CH:25][CH:24]=1.[CH2:40]([NH:47][C:48]([C:50]1[CH:55]=[CH:54][C:53]([Cl:56])=[CH:52][C:51]=1[NH-:57])=[O:49])[C:41]1[CH:46]=[CH:45][CH:44]=[CH:43][CH:42]=1. No catalyst specified. The product is [CH2:40]([N:47]1[C:48](=[O:49])[C:50]2[C:51](=[CH:52][C:53]([Cl:56])=[CH:54][CH:55]=2)[N:57]=[C:35]1[CH:30]1[CH2:31][CH2:32][CH2:33][CH2:34][N:29]1[C:27](=[O:28])[C:26]1[CH:38]=[CH:39][C:23]([CH3:22])=[CH:24][CH:25]=1)[C:41]1[CH:42]=[CH:43][CH:44]=[CH:45][CH:46]=1.